This data is from Forward reaction prediction with 1.9M reactions from USPTO patents (1976-2016). The task is: Predict the product of the given reaction. (1) Given the reactants [Br:1][C:2]1[CH:3]=[C:4]2[C:9](=[CH:10][C:11]=1[O:12][CH2:13][C:14]1[CH:15]=[C:16]([S:20]([CH3:28])(=[N:22]C(OCC)=O)=[O:21])[CH:17]=[CH:18][CH:19]=1)[N:8]=[CH:7][N:6]=[C:5]2[NH:29][CH:30]([CH2:33][OH:34])[CH2:31][OH:32], predict the reaction product. The product is: [Br:1][C:2]1[CH:3]=[C:4]2[C:9](=[CH:10][C:11]=1[O:12][CH2:13][C:14]1[CH:15]=[C:16]([S:20]([CH3:28])(=[NH:22])=[O:21])[CH:17]=[CH:18][CH:19]=1)[N:8]=[CH:7][N:6]=[C:5]2[NH:29][CH:30]([CH2:31][OH:32])[CH2:33][OH:34]. (2) Given the reactants C(N(CC)[C:4]1[CH:5]=[C:6]([OH:17])[C:7](=[CH:15][CH:16]=1)[CH:8]=[N:9][CH2:10][C:11](C)([NH2:13])C)C.CO[C:22]1[CH:23]=[C:24]([OH:30])[C:25](=[CH:28][CH:29]=1)[CH:26]=O.C(OCC)(=O)C.CO, predict the reaction product. The product is: [CH:16]1[CH:4]=[CH:5][C:6](=[O:17])/[C:7](=[CH:8]/[NH:9][CH2:10][CH2:11][NH:13]/[CH:26]=[C:25]2/[CH:28]=[CH:29][CH:22]=[CH:23][C:24]/2=[O:30])/[CH:15]=1. (3) Given the reactants N(C(OCC)=O)=NC(OCC)=O.[N:13]1[CH:18]=[CH:17][C:16]([N:19]2[CH2:24][CH2:23][CH:22]([OH:25])[CH2:21][CH2:20]2)=[CH:15][CH:14]=1.[C:26]([O:30][C:31]([NH:33][C:34]1[CH:35]=[C:36](O)[CH:37]=[CH:38][CH:39]=1)=[O:32])([CH3:29])([CH3:28])[CH3:27].C1(P(C2C=CC=CC=2)C2C=CC=CC=2)C=CC=CC=1, predict the reaction product. The product is: [N:13]1[CH:18]=[CH:17][C:16]([N:19]2[CH2:24][CH2:23][CH:22]([O:25][C:38]3[CH:39]=[C:34]([NH:33][C:31](=[O:32])[O:30][C:26]([CH3:28])([CH3:27])[CH3:29])[CH:35]=[CH:36][CH:37]=3)[CH2:21][CH2:20]2)=[CH:15][CH:14]=1. (4) Given the reactants C([O:3][C:4]([C:6]1[NH:7][C:8]2[C:13]([CH:14]=1)=[CH:12][C:11]([O:15][C:16]1[CH:21]=[CH:20][C:19]([C:22]3[N:23]([CH2:33][C:34]4[CH:39]=[CH:38][C:37]([CH3:40])=[CH:36][C:35]=4[CH3:41])[C:24](=[O:32])[CH:25]=[C:26]([C:28]([F:31])([F:30])[F:29])[CH:27]=3)=[CH:18][CH:17]=1)=[CH:10][CH:9]=2)=[O:5])C.C1COCC1.[Li+].[OH-].Cl, predict the reaction product. The product is: [CH3:41][C:35]1[CH:36]=[C:37]([CH3:40])[CH:38]=[CH:39][C:34]=1[CH2:33][N:23]1[C:24](=[O:32])[CH:25]=[C:26]([C:28]([F:31])([F:29])[F:30])[CH:27]=[C:22]1[C:19]1[CH:20]=[CH:21][C:16]([O:15][C:11]2[CH:12]=[C:13]3[C:8](=[CH:9][CH:10]=2)[NH:7][C:6]([C:4]([OH:5])=[O:3])=[CH:14]3)=[CH:17][CH:18]=1.